This data is from NCI-60 drug combinations with 297,098 pairs across 59 cell lines. The task is: Regression. Given two drug SMILES strings and cell line genomic features, predict the synergy score measuring deviation from expected non-interaction effect. (1) Drug 1: CNC(=O)C1=CC=CC=C1SC2=CC3=C(C=C2)C(=NN3)C=CC4=CC=CC=N4. Drug 2: CC(CN1CC(=O)NC(=O)C1)N2CC(=O)NC(=O)C2. Cell line: NCI-H460. Synergy scores: CSS=33.7, Synergy_ZIP=-1.06, Synergy_Bliss=-0.596, Synergy_Loewe=-0.343, Synergy_HSA=0.220. (2) Drug 1: C1=NC2=C(N=C(N=C2N1C3C(C(C(O3)CO)O)F)Cl)N. Drug 2: CNC(=O)C1=NC=CC(=C1)OC2=CC=C(C=C2)NC(=O)NC3=CC(=C(C=C3)Cl)C(F)(F)F. Cell line: SK-OV-3. Synergy scores: CSS=7.93, Synergy_ZIP=-3.16, Synergy_Bliss=-2.94, Synergy_Loewe=-16.9, Synergy_HSA=-4.99. (3) Drug 1: CN1C(=O)N2C=NC(=C2N=N1)C(=O)N. Drug 2: C(CN)CNCCSP(=O)(O)O. Cell line: IGROV1. Synergy scores: CSS=1.65, Synergy_ZIP=1.11, Synergy_Bliss=3.18, Synergy_Loewe=0.989, Synergy_HSA=1.04. (4) Drug 1: CC1=C2C(C(=O)C3(C(CC4C(C3C(C(C2(C)C)(CC1OC(=O)C(C(C5=CC=CC=C5)NC(=O)OC(C)(C)C)O)O)OC(=O)C6=CC=CC=C6)(CO4)OC(=O)C)OC)C)OC. Drug 2: COC1=CC(=CC(=C1O)OC)C2C3C(COC3=O)C(C4=CC5=C(C=C24)OCO5)OC6C(C(C7C(O6)COC(O7)C8=CC=CS8)O)O. Cell line: NCI-H226. Synergy scores: CSS=25.8, Synergy_ZIP=-16.7, Synergy_Bliss=-12.1, Synergy_Loewe=-8.83, Synergy_HSA=-6.79. (5) Drug 1: C1CCC(C1)C(CC#N)N2C=C(C=N2)C3=C4C=CNC4=NC=N3. Drug 2: CCC1=C2CN3C(=CC4=C(C3=O)COC(=O)C4(CC)O)C2=NC5=C1C=C(C=C5)O. Cell line: HCT116. Synergy scores: CSS=48.7, Synergy_ZIP=3.46, Synergy_Bliss=2.46, Synergy_Loewe=-12.8, Synergy_HSA=1.41.